This data is from Peptide-MHC class I binding affinity with 185,985 pairs from IEDB/IMGT. The task is: Regression. Given a peptide amino acid sequence and an MHC pseudo amino acid sequence, predict their binding affinity value. This is MHC class I binding data. (1) The peptide sequence is ASFKAGKLR. The MHC is HLA-A01:01 with pseudo-sequence HLA-A01:01. The binding affinity (normalized) is 0.0847. (2) The peptide sequence is AAIPAPPPI. The MHC is H-2-Db with pseudo-sequence H-2-Db. The binding affinity (normalized) is 0.253.